From a dataset of CYP3A4 inhibition data for predicting drug metabolism from PubChem BioAssay. Regression/Classification. Given a drug SMILES string, predict its absorption, distribution, metabolism, or excretion properties. Task type varies by dataset: regression for continuous measurements (e.g., permeability, clearance, half-life) or binary classification for categorical outcomes (e.g., BBB penetration, CYP inhibition). Dataset: cyp3a4_veith. (1) The drug is CC(=O)Nc1ccc(OCC(O)Cn2c3ccccc3c3ccccc32)c(C)c1. The result is 1 (inhibitor). (2) The compound is O=C(Nc1cccc(F)c1)N1CCCC2(CCN(C(=O)c3ccco3)CC2)C1. The result is 1 (inhibitor).